This data is from Peptide-MHC class I binding affinity with 185,985 pairs from IEDB/IMGT. The task is: Regression. Given a peptide amino acid sequence and an MHC pseudo amino acid sequence, predict their binding affinity value. This is MHC class I binding data. (1) The peptide sequence is YNDWEGNEL. The MHC is HLA-B15:09 with pseudo-sequence HLA-B15:09. The binding affinity (normalized) is 0.235. (2) The peptide sequence is YWPLNDYGF. The MHC is HLA-A26:01 with pseudo-sequence HLA-A26:01. The binding affinity (normalized) is 0. (3) The peptide sequence is RFPLTFGW. The MHC is HLA-B40:02 with pseudo-sequence HLA-B40:02. The binding affinity (normalized) is 0. (4) The peptide sequence is FPNLQVDPT. The MHC is HLA-B46:01 with pseudo-sequence HLA-B46:01. The binding affinity (normalized) is 0.0847. (5) The peptide sequence is WLKEKHEEL. The MHC is HLA-A26:01 with pseudo-sequence HLA-A26:01. The binding affinity (normalized) is 0.0847. (6) The peptide sequence is LTLDIFYLF. The MHC is Mamu-B03 with pseudo-sequence Mamu-B03. The binding affinity (normalized) is 0.238. (7) The MHC is HLA-B15:17 with pseudo-sequence HLA-B15:17. The binding affinity (normalized) is 0.263. The peptide sequence is DTGCRIDGY. (8) The peptide sequence is FVIGGMTGV. The MHC is HLA-B18:01 with pseudo-sequence HLA-B18:01. The binding affinity (normalized) is 0.0847. (9) The peptide sequence is IYQEPFKNLK. The MHC is HLA-B51:01 with pseudo-sequence HLA-B51:01. The binding affinity (normalized) is 0. (10) The binding affinity (normalized) is 0.0847. The MHC is HLA-B35:01 with pseudo-sequence HLA-B35:01. The peptide sequence is SEINNLNLT.